Dataset: Catalyst prediction with 721,799 reactions and 888 catalyst types from USPTO. Task: Predict which catalyst facilitates the given reaction. (1) Reactant: [F:1][C:2]1[C:8]([CH3:9])=[CH:7][C:5]([NH2:6])=[C:4]([C:10]#[C:11][Si:12]([CH3:15])([CH3:14])[CH3:13])[CH:3]=1.C(OCC)C. Product: [F:1][C:2]1[CH:3]=[C:4]2[C:5](=[CH:7][C:8]=1[CH3:9])[NH:6][C:11]([Si:12]([CH3:13])([CH3:15])[CH3:14])=[CH:10]2.[F:1][C:2]1[CH:3]=[C:4]2[C:5](=[CH:7][C:8]=1[CH3:9])[NH:6][CH:11]=[CH:10]2. The catalyst class is: 122. (2) Reactant: [CH2:1]([O:3][C:4]([C:6]1[N:7]([CH2:16][CH3:17])[C:8]2[C:13]([CH:14]=1)=[C:12]([OH:15])[CH:11]=[CH:10][CH:9]=2)=[O:5])[CH3:2].[H-].[Na+].[CH2:20](I)[CH3:21]. Product: [CH2:1]([O:3][C:4]([C:6]1[N:7]([CH2:16][CH3:17])[C:8]2[C:13]([CH:14]=1)=[C:12]([O:15][CH2:20][CH3:21])[CH:11]=[CH:10][CH:9]=2)=[O:5])[CH3:2]. The catalyst class is: 31. (3) Reactant: Cl[C:2]1[N:7]=[C:6]([N:8]([CH:19]2[CH2:24][C:23]([CH3:26])([CH3:25])[NH:22][C:21]([CH3:28])([CH3:27])[CH2:20]2)[CH:9]2[CH2:14][C:13]([CH3:16])([CH3:15])[NH:12][C:11]([CH3:18])([CH3:17])[CH2:10]2)[N:5]=[C:4]([N:29]([CH:40]2[CH2:45][C:44]([CH3:47])([CH3:46])[NH:43][C:42]([CH3:49])([CH3:48])[CH2:41]2)[CH:30]2[CH2:35][C:34]([CH3:37])([CH3:36])[NH:33][C:32]([CH3:39])([CH3:38])[CH2:31]2)[N:3]=1.[CH3:50][NH2:51]. Product: [CH3:50][NH:51][C:2]1[N:7]=[C:6]([N:8]([CH:19]2[CH2:24][C:23]([CH3:26])([CH3:25])[NH:22][C:21]([CH3:28])([CH3:27])[CH2:20]2)[CH:9]2[CH2:10][C:11]([CH3:17])([CH3:18])[NH:12][C:13]([CH3:15])([CH3:16])[CH2:14]2)[N:5]=[C:4]([N:29]([CH:40]2[CH2:45][C:44]([CH3:46])([CH3:47])[NH:43][C:42]([CH3:49])([CH3:48])[CH2:41]2)[CH:30]2[CH2:35][C:34]([CH3:37])([CH3:36])[NH:33][C:32]([CH3:39])([CH3:38])[CH2:31]2)[N:3]=1. The catalyst class is: 6. (4) Reactant: [OH:1][CH:2]([C:5]1[CH:6]=[C:7]2[C:12](=[CH:13][CH:14]=1)[NH:11][C:10](=[O:15])[C:9]([C:16]1[O:20][N:19]=[C:18]([CH3:21])[CH:17]=1)=[C:8]2[C:22]1[CH:27]=[CH:26][CH:25]=[CH:24][CH:23]=1)CO.I([O-])(=O)(=O)=O.[Na+].C(=O)(O)[O-].[Na+]. The catalyst class is: 2. Product: [CH3:21][C:18]1[CH:17]=[C:16]([C:9]2[C:10](=[O:15])[NH:11][C:12]3[C:7]([C:8]=2[C:22]2[CH:27]=[CH:26][CH:25]=[CH:24][CH:23]=2)=[CH:6][C:5]([CH:2]=[O:1])=[CH:14][CH:13]=3)[O:20][N:19]=1.